Dataset: Peptide-MHC class I binding affinity with 185,985 pairs from IEDB/IMGT. Task: Regression. Given a peptide amino acid sequence and an MHC pseudo amino acid sequence, predict their binding affinity value. This is MHC class I binding data. (1) The peptide sequence is ERWFVRNPF. The MHC is HLA-A02:11 with pseudo-sequence HLA-A02:11. The binding affinity (normalized) is 0.0847. (2) The peptide sequence is ETIFTVLAL. The MHC is HLA-B44:02 with pseudo-sequence HLA-B44:02. The binding affinity (normalized) is 0.0847. (3) The peptide sequence is RRATAILRK. The MHC is HLA-A26:02 with pseudo-sequence HLA-A26:02. The binding affinity (normalized) is 0.0847. (4) The peptide sequence is VRGGMVAPL. The MHC is HLA-A02:06 with pseudo-sequence HLA-A02:06. The binding affinity (normalized) is 0.0847. (5) The peptide sequence is GLCTLVAML. The binding affinity (normalized) is 0. The MHC is HLA-A11:01 with pseudo-sequence HLA-A11:01. (6) The peptide sequence is NASDFYGLL. The MHC is H-2-Db with pseudo-sequence H-2-Db. The binding affinity (normalized) is 0. (7) The peptide sequence is VLLTRSPDQ. The MHC is HLA-B15:17 with pseudo-sequence HLA-B15:17. The binding affinity (normalized) is 0.0847.